This data is from Forward reaction prediction with 1.9M reactions from USPTO patents (1976-2016). The task is: Predict the product of the given reaction. (1) The product is: [OH:12][C:10]1[C:3]2[N:2]([N:1]=[C:9]3[C:4]=2[CH:5]=[CH:6][CH:7]=[CH:8]3)[CH:14]=[C:15]([CH3:16])[C:33]=1[C:34]([O:36][C:37]([CH3:38])([CH3:39])[CH3:40])=[O:35]. Given the reactants [NH:1]1[C:9]2[C:4](=[CH:5][CH:6]=[CH:7][CH:8]=2)[C:3]([C:10]([O:12]C)=O)=[N:2]1.[CH3:14][C:15]([O-])(C)[CH3:16].[K+].ClCC(=O)C.C(OP([CH2:33][C:34]([O:36][C:37]([CH3:40])([CH3:39])[CH3:38])=[O:35])(OCC)=O)C, predict the reaction product. (2) Given the reactants [NH2:1][C:2]1[CH:9]=[C:8]([N:10]2[CH2:14][CH2:13][CH2:12][CH2:11]2)[CH:7]=[CH:6][C:3]=1[C:4]#[N:5].P12(SP3(SP(SP(S3)(S1)=S)(=S)S2)=S)=[S:16], predict the reaction product. The product is: [NH2:1][C:2]1[CH:9]=[C:8]([N:10]2[CH2:14][CH2:13][CH2:12][CH2:11]2)[CH:7]=[CH:6][C:3]=1[C:4](=[S:16])[NH2:5]. (3) Given the reactants Cl[C:2]1[N:7]=[C:6]([O:8][C:9]2[CH:35]=[CH:34][CH:33]=[CH:32][C:10]=2[CH2:11][NH:12][C:13]([NH:15][C:16]2[N:20]([C:21]3[CH:26]=[CH:25][C:24]([CH3:27])=[CH:23][CH:22]=3)[N:19]=[C:18]([C:28]([CH3:31])([CH3:30])[CH3:29])[CH:17]=2)=[O:14])[CH:5]=[CH:4][N:3]=1.[NH2:36][CH2:37][CH2:38][CH:39]1[CH2:43][CH2:42][CH2:41][N:40]1[CH3:44].C(=O)([O-])[O-].[Na+].[Na+], predict the reaction product. The product is: [CH3:44][N:40]1[CH2:41][CH2:42][CH2:43][CH:39]1[CH2:38][CH2:37][NH:36][C:2]1[N:7]=[C:6]([O:8][C:9]2[CH:35]=[CH:34][CH:33]=[CH:32][C:10]=2[CH2:11][NH:12][C:13]([NH:15][C:16]2[N:20]([C:21]3[CH:22]=[CH:23][C:24]([CH3:27])=[CH:25][CH:26]=3)[N:19]=[C:18]([C:28]([CH3:31])([CH3:30])[CH3:29])[CH:17]=2)=[O:14])[CH:5]=[CH:4][N:3]=1. (4) The product is: [N:1]1([CH2:7][CH2:8][O:9][C:10]2[CH:11]=[CH:12][C:13]([O:16][C:43]3[O:46][C:47]4[CH:48]=[CH:36][CH:35]=[CH:34][C:33]=4[N:32]=3)=[CH:14][CH:15]=2)[CH2:2][CH2:3][CH2:4][CH2:5][CH2:6]1. Given the reactants [N:1]1([CH2:7][CH2:8][O:9][C:10]2[CH:15]=[CH:14][C:13]([OH:16])=[CH:12][CH:11]=2)[CH2:6][CH2:5][CH2:4][CH2:3][CH2:2]1.C(OC1C=CC(OCC[N:32]2C[CH2:36][CH2:35][CH2:34][CH2:33]2)=CC=1)C1C=CC=CC=1.C(O)C.[C:43]([O:46][CH2:47][CH3:48])(=O)C, predict the reaction product. (5) Given the reactants [F:1][C:2]1[CH:7]=[CH:6][C:5]([CH2:8][N:9]([CH3:22])[C:10]([C:12]2[CH:17]=[CH:16][CH:15]=[C:14]([C:18]([O:20]C)=[O:19])[CH:13]=2)=[O:11])=[CH:4][C:3]=1[C:23]1[CH:28]=[CH:27][CH:26]=[C:25]([CH2:29][N:30]2[CH2:35][CH2:34][N:33]([C:36]([O:38][C:39]([CH3:42])([CH3:41])[CH3:40])=[O:37])[C@@H:32]([CH3:43])[CH2:31]2)[CH:24]=1.O[Li].O.CC(O)=O, predict the reaction product. The product is: [CH3:42][C:39]([O:38][C:36]([N:33]1[CH2:34][CH2:35][N:30]([CH2:29][C:25]2[CH:24]=[C:23]([C:3]3[C:2]([F:1])=[CH:7][CH:6]=[C:5]([CH2:8][N:9]([CH3:22])[C:10]([C:12]4[CH:13]=[C:14]([CH:15]=[CH:16][CH:17]=4)[C:18]([OH:20])=[O:19])=[O:11])[CH:4]=3)[CH:28]=[CH:27][CH:26]=2)[CH2:31][C@@H:32]1[CH3:43])=[O:37])([CH3:40])[CH3:41]. (6) Given the reactants C(O/[CH:4]=[N:5]/[C:6]1[C:14]2[C:9](=[N:10][C:11]([N:21]([CH3:23])[CH3:22])=[C:12]3[CH2:18][O:17][C:16]([CH3:20])([CH3:19])[CH2:15][C:13]3=2)[O:8][C:7]=1[C:24]([O:26]CC)=O)C.[NH3:29], predict the reaction product. The product is: [CH3:20][C:16]1([CH3:19])[O:17][CH2:18][C:12]2=[C:11]([N:21]([CH3:22])[CH3:23])[N:10]=[C:9]3[O:8][C:7]4[C:24](=[O:26])[NH:29][CH:4]=[N:5][C:6]=4[C:14]3=[C:13]2[CH2:15]1.